Dataset: Retrosynthesis with 50K atom-mapped reactions and 10 reaction types from USPTO. Task: Predict the reactants needed to synthesize the given product. Given the product Cc1ccccc1C(=O)Nc1ccc(S(=O)(=O)N2C=CC(CCO)Sc3ccccc32)cc1, predict the reactants needed to synthesize it. The reactants are: Cc1ccccc1C(=O)Cl.Nc1ccc(S(=O)(=O)N2C=CC(CCO)Sc3ccccc32)cc1.